From a dataset of Peptide-MHC class II binding affinity with 134,281 pairs from IEDB. Regression. Given a peptide amino acid sequence and an MHC pseudo amino acid sequence, predict their binding affinity value. This is MHC class II binding data. (1) The peptide sequence is QVCYNFKVQFLFSSM. The MHC is H-2-IAb with pseudo-sequence H-2-IAb. The binding affinity (normalized) is 0.380. (2) The peptide sequence is ESLHNPYPDYHWLRT. The MHC is DRB1_1302 with pseudo-sequence DRB1_1302. The binding affinity (normalized) is 0.135. (3) The peptide sequence is YDKFLANVSTHLTGK. The MHC is DRB1_0101 with pseudo-sequence DRB1_0101. The binding affinity (normalized) is 0.840.